Predict the product of the given reaction. From a dataset of Forward reaction prediction with 1.9M reactions from USPTO patents (1976-2016). (1) Given the reactants [NH:1](C(OC(C)(C)C)=O)[C@H:2]([C:15]([OH:17])=[O:16])[CH2:3][CH2:4][CH2:5][CH2:6][NH:7]C(OC(C)(C)C)=O.[CH2:25]([NH:33][CH2:34][C:35]1[C:36]2[C:41]([CH:42]=[C:43]3[C:48]=1[CH:47]=[CH:46][CH:45]=[CH:44]3)=[CH:40][CH:39]=[CH:38][CH:37]=2)[CH2:26][CH2:27][CH2:28][CH2:29][CH2:30][CH2:31][CH3:32].[C:49]([OH:55])([C:51]([F:54])([F:53])[F:52])=[O:50], predict the reaction product. The product is: [NH2:1][C@H:2]([C:15]([OH:17])=[O:16])[CH2:3][CH2:4][CH2:5][CH2:6][NH2:7].[F:52][C:51]([F:54])([F:53])[C:49]([OH:55])=[O:50].[CH2:25]([NH:33][CH2:34][C:35]1[C:48]2[C:43]([CH:42]=[C:41]3[C:36]=1[CH:37]=[CH:38][CH:39]=[CH:40]3)=[CH:44][CH:45]=[CH:46][CH:47]=2)[CH2:26][CH2:27][CH2:28][CH2:29][CH2:30][CH2:31][CH3:32]. (2) Given the reactants [NH2:1][C:2]1[C:7]([C:8]([OH:10])=O)=[CH:6][C:5]([Cl:11])=[N:4][CH:3]=1.[CH3:12][NH2:13].[N:14]1([CH2:20][CH2:21][CH2:22][O:23][C:24]2[CH:31]=[CH:30][C:27]([CH:28]=O)=[CH:26][CH:25]=2)[CH2:19][CH2:18][CH2:17][CH2:16][CH2:15]1, predict the reaction product. The product is: [Cl:11][C:5]1[N:4]=[CH:3][C:2]2[N:1]=[C:28]([C:27]3[CH:30]=[CH:31][C:24]([O:23][CH2:22][CH2:21][CH2:20][N:14]4[CH2:19][CH2:18][CH2:17][CH2:16][CH2:15]4)=[CH:25][CH:26]=3)[N:13]([CH3:12])[C:8](=[O:10])[C:7]=2[CH:6]=1.